Dataset: Full USPTO retrosynthesis dataset with 1.9M reactions from patents (1976-2016). Task: Predict the reactants needed to synthesize the given product. (1) Given the product [CH:12]1[C:8]2[CH2:9][CH2:10][C:11]3[CH:1]=[CH:2][CH:3]=[CH:4][C:5]=3[C:6](=[C:16]3[CH2:17][CH2:18][CH:19]([NH:22][S:39]([C:36]4[CH:35]=[CH:34][C:33]([O:32][C:31]([F:30])([F:43])[F:44])=[CH:38][CH:37]=4)(=[O:41])=[O:40])[CH2:20][CH2:21]3)[C:7]=2[CH:15]=[CH:14][CH:13]=1, predict the reactants needed to synthesize it. The reactants are: [CH:1]1[C:11]2[CH2:10][CH2:9][C:8]3[CH:12]=[CH:13][CH:14]=[CH:15][C:7]=3[C:6](=[C:16]3[CH2:21][CH2:20][CH:19]([NH2:22])[CH2:18][CH2:17]3)[C:5]=2[CH:4]=[CH:3][CH:2]=1.C(N(CC)CC)C.[F:30][C:31]([F:44])([F:43])[O:32][C:33]1[CH:38]=[CH:37][C:36]([S:39](Cl)(=[O:41])=[O:40])=[CH:35][CH:34]=1. (2) Given the product [F:8][C:6]1[CH:5]=[C:4]([CH2:9][C:10]([NH:12][C@H:13]([C:15]([NH:17][C@H:18]([C:20]([N:25]2[CH2:26][CH2:27][S:23][CH2:24]2)=[O:22])[CH3:19])=[O:16])[CH3:14])=[O:11])[CH:3]=[C:2]([F:1])[CH:7]=1, predict the reactants needed to synthesize it. The reactants are: [F:1][C:2]1[CH:3]=[C:4]([CH2:9][C:10]([NH:12][C@H:13]([C:15]([NH:17][C@H:18]([C:20]([OH:22])=O)[CH3:19])=[O:16])[CH3:14])=[O:11])[CH:5]=[C:6]([F:8])[CH:7]=1.[S:23]1[CH2:27][CH2:26][NH:25][CH2:24]1. (3) Given the product [CH3:25][O:26][C:27](=[O:44])[C@@H:28]([NH:29][C:30]([O:32][C:33]([CH3:36])([CH3:34])[CH3:35])=[O:31])[C@H:37]1[CH2:42][CH2:41][C@H:40]([N:43]2[C:20](=[O:21])[C:19]3[CH:22]=[CH:23][S:24][C:18]=3[CH2:17]2)[CH2:39][CH2:38]1, predict the reactants needed to synthesize it. The reactants are: N[C@@H]([C@H]1CC[C@H](N2[C:20](=[O:21])[C:19]3[CH:22]=[CH:23][S:24][C:18]=3[CH2:17]2)CC1)C(=O)N1CCCC1.[CH3:25][O:26][C:27](=[O:44])[C@H:28]([C@H:37]1[CH2:42][CH2:41][C@H:40]([NH2:43])[CH2:39][CH2:38]1)[NH:29][C:30]([O:32][C:33]([CH3:36])([CH3:35])[CH3:34])=[O:31].S1C=CC(C=O)=C1C=O. (4) Given the product [CH2:54]([N:38]([CH2:36][CH3:37])[C:39]1[CH:40]=[C:41]([C:2]2[CH:14]=[CH:13][C:5]([C:6]([O:8][C:9]([CH3:11])([CH3:10])[CH3:12])=[O:7])=[C:4]([NH:15][C:16]([C:18]3[CH:19]=[N:20][CH:21]=[C:22]([C:24]4[CH:29]=[CH:28][CH:27]=[CH:26][CH:25]=4)[CH:23]=3)=[O:17])[CH:3]=2)[CH:42]=[CH:43][CH:44]=1)[CH3:55], predict the reactants needed to synthesize it. The reactants are: Br[C:2]1[CH:14]=[CH:13][C:5]([C:6]([O:8][C:9]([CH3:12])([CH3:11])[CH3:10])=[O:7])=[C:4]([NH:15][C:16]([C:18]2[CH:19]=[N:20][CH:21]=[C:22]([C:24]3[CH:29]=[CH:28][CH:27]=[CH:26][CH:25]=3)[CH:23]=2)=[O:17])[CH:3]=1.C(=O)([O-])[O-].[Na+].[Na+].[CH2:36]([N:38]([CH2:54][CH3:55])[C:39]1[CH:44]=[CH:43][CH:42]=[C:41](B2OC(C)(C)C(C)(C)O2)[CH:40]=1)[CH3:37]. (5) Given the product [Cl:8][C:9]1[CH:14]=[CH:13][C:12]([C@H:15]([N:17]2[C:21]3[CH:22]=[C:23]([N:26]4[CH2:31][CH2:30][N:29]([C:32]([C@H:34]5[CH2:38][CH2:37][CH2:36][NH:35]5)=[O:33])[C@H:28]([CH3:46])[CH2:27]4)[CH:24]=[CH:25][C:20]=3[N:19]=[CH:18]2)[CH3:16])=[C:11]([F:47])[CH:10]=1, predict the reactants needed to synthesize it. The reactants are: FC(F)(F)C(O)=O.[Cl:8][C:9]1[CH:14]=[CH:13][C:12]([C@H:15]([N:17]2[C:21]3[CH:22]=[C:23]([N:26]4[CH2:31][CH2:30][N:29]([C:32]([C@H:34]5[CH2:38][CH2:37][CH2:36][N:35]5C(OC(C)(C)C)=O)=[O:33])[C@H:28]([CH3:46])[CH2:27]4)[CH:24]=[CH:25][C:20]=3[N:19]=[CH:18]2)[CH3:16])=[C:11]([F:47])[CH:10]=1. (6) Given the product [Br:1][C:2]1[CH:7]=[CH:6][C:5]([S:8][CH2:12][CH2:13][CH3:14])=[CH:4][CH:3]=1, predict the reactants needed to synthesize it. The reactants are: [Br:1][C:2]1[CH:7]=[CH:6][C:5]([SH:8])=[CH:4][CH:3]=1.[H-].[Na+].Br[CH2:12][CH2:13][CH3:14].O. (7) The reactants are: [F:1][C:2]1[CH:3]=[C:4]([C:21]([O:23][CH3:24])=[O:22])[C:5]2[O:9][C:8]([C:10]3[CH:15]=[CH:14][C:13]([CH2:16]N(C)C)=[CH:12][CH:11]=3)=[CH:7][C:6]=2[CH:20]=1.C(C1C=CC(C[NH:32][CH:33]2[CH2:38][CH2:37][N:36]([C:39]([O:41][C:42]([CH3:45])([CH3:44])[CH3:43])=[O:40])[CH2:35][CH2:34]2)=CC=1)#C.FC1C=C(C(OC)=O)C(O)=C(I)C=1. Given the product [CH3:24][O:23][C:21]([C:4]1[C:5]2[O:9][C:8]([C:10]3[CH:11]=[CH:12][C:13]([CH2:16][NH:32][CH:33]4[CH2:34][CH2:35][N:36]([C:39]([O:41][C:42]([CH3:45])([CH3:44])[CH3:43])=[O:40])[CH2:37][CH2:38]4)=[CH:14][CH:15]=3)=[CH:7][C:6]=2[CH:20]=[C:2]([F:1])[CH:3]=1)=[O:22], predict the reactants needed to synthesize it. (8) Given the product [C:1]([C:3]1[CH:4]=[C:5]([CH:38]=[CH:39][CH:40]=1)[C:6]([NH:8][C:9]1[C:10]([C:34]([F:36])([F:35])[F:37])=[C:11]2[C:17]([C@@H:18]3[CH2:23][CH2:22][NH:21][C:20]([CH3:32])([CH3:31])[CH2:19]3)=[CH:16][N:15]([CH3:33])[C:12]2=[N:13][CH:14]=1)=[O:7])#[N:2], predict the reactants needed to synthesize it. The reactants are: [C:1]([C:3]1[CH:4]=[C:5]([CH:38]=[CH:39][CH:40]=1)[C:6]([NH:8][C:9]1[C:10]([C:34]([F:37])([F:36])[F:35])=[C:11]2[C:17]([C@@H:18]3[CH2:23][CH2:22][N:21](C(OC(C)(C)C)=O)[C:20]([CH3:32])([CH3:31])[CH2:19]3)=[CH:16][N:15]([CH3:33])[C:12]2=[N:13][CH:14]=1)=[O:7])#[N:2].Cl.